Predict which catalyst facilitates the given reaction. From a dataset of Catalyst prediction with 721,799 reactions and 888 catalyst types from USPTO. Reactant: I[C:2]1[CH:14]=[CH:13][C:12]([O:15][CH3:16])=[CH:11][C:3]=1[NH:4][C:5](=O)[C:6](F)(F)F.C(N(CC)C(C)C)(C)C.[CH:26]#CC.[CH3:29][O:30][C:31]1[CH:32]=[C:33](I)[CH:34]=[C:35]([O:39][CH3:40])[C:36]=1[O:37][CH3:38].[C:42]([O-:45])([O-])=O.[K+].[K+]. Product: [CH3:16][O:15][C:12]1[CH:11]=[C:3]2[C:2]([C:6]([C:42](=[O:45])[C:33]3[CH:32]=[C:31]([O:30][CH3:29])[C:36]([O:37][CH3:38])=[C:35]([O:39][CH3:40])[CH:34]=3)=[C:5]([CH3:26])[NH:4]2)=[CH:14][CH:13]=1. The catalyst class is: 122.